Dataset: Forward reaction prediction with 1.9M reactions from USPTO patents (1976-2016). Task: Predict the product of the given reaction. Given the reactants [H-].[Na+].[O:3]=[C:4]([CH2:11][CH2:12][CH3:13])[CH2:5][C:6]([O:8][CH2:9][CH3:10])=[O:7].Br[CH2:15][C:16]1[S:20][C:19]([C:21]2[CH:28]=[CH:27][CH:26]=[CH:25][C:22]=2[C:23]#[N:24])=[CH:18][CH:17]=1.Cl, predict the reaction product. The product is: [C:23]([C:22]1[CH:25]=[CH:26][CH:27]=[CH:28][C:21]=1[C:19]1[S:20][C:16]([CH2:15][CH:5]([C:4](=[O:3])[CH2:11][CH2:12][CH3:13])[C:6]([O:8][CH2:9][CH3:10])=[O:7])=[CH:17][CH:18]=1)#[N:24].